From a dataset of NCI-60 drug combinations with 297,098 pairs across 59 cell lines. Regression. Given two drug SMILES strings and cell line genomic features, predict the synergy score measuring deviation from expected non-interaction effect. (1) Drug 1: C1=NC2=C(N1)C(=S)N=C(N2)N. Cell line: HT29. Synergy scores: CSS=47.6, Synergy_ZIP=-3.87, Synergy_Bliss=1.08, Synergy_Loewe=-1.41, Synergy_HSA=3.26. Drug 2: CC1=C(C(=O)C2=C(C1=O)N3CC4C(C3(C2COC(=O)N)OC)N4)N. (2) Drug 1: C1CN1P(=S)(N2CC2)N3CC3. Drug 2: CC1=C(C=C(C=C1)NC(=O)C2=CC=C(C=C2)CN3CCN(CC3)C)NC4=NC=CC(=N4)C5=CN=CC=C5. Cell line: TK-10. Synergy scores: CSS=5.39, Synergy_ZIP=-2.62, Synergy_Bliss=-0.535, Synergy_Loewe=-2.35, Synergy_HSA=-0.580. (3) Drug 1: C(CCl)NC(=O)N(CCCl)N=O. Drug 2: N.N.Cl[Pt+2]Cl. Cell line: SNB-75. Synergy scores: CSS=42.2, Synergy_ZIP=-9.02, Synergy_Bliss=0.818, Synergy_Loewe=4.41, Synergy_HSA=4.74.